From a dataset of Catalyst prediction with 721,799 reactions and 888 catalyst types from USPTO. Predict which catalyst facilitates the given reaction. (1) Reactant: [N:1]1([CH2:8][CH2:9][O:10][C:11]2[CH:16]=[CH:15][C:14]([CH:17]([OH:37])[C:18]3[C:27]([C:28]4[CH:33]=[C:32]([F:34])[CH:31]=[CH:30][C:29]=4F)=[CH:26][CH:25]=[C:24]4[C:19]=3[CH:20]=[CH:21][C:22]([OH:36])=[CH:23]4)=[CH:13][CH:12]=2)[CH2:7][CH2:6][CH2:5][CH2:4][CH2:3][CH2:2]1.CC(C)([O-])C.[Na+]. Product: [N:1]1([CH2:8][CH2:9][O:10][C:11]2[CH:16]=[CH:15][C:14]([CH:17]3[O:37][C:29]4[C:28](=[CH:33][C:32]([F:34])=[CH:31][CH:30]=4)[C:27]4[C:18]3=[C:19]3[C:24](=[CH:25][CH:26]=4)[CH:23]=[C:22]([OH:36])[CH:21]=[CH:20]3)=[CH:13][CH:12]=2)[CH2:7][CH2:6][CH2:5][CH2:4][CH2:3][CH2:2]1. The catalyst class is: 18. (2) Product: [C:32]1([CH3:59])[CH:37]=[CH:36][C:35]([C:38]([C@@:40]([C:56]([OH:58])=[O:57])([OH:55])[C@@:41]([C:46]([C:48]2[CH:49]=[CH:50][C:51]([CH3:54])=[CH:52][CH:53]=2)=[O:47])([OH:45])[C:42]([OH:44])=[O:43])=[O:39])=[CH:34][CH:33]=1.[CH:1]([N:4]([CH2:8][CH2:9][C@@H:10]([C:17]1[CH:22]=[C:21]([Br:23])[CH:20]=[CH:19][C:18]=1[O:24][CH2:25][C:26]1[CH:27]=[CH:28][CH:29]=[CH:30][CH:31]=1)[C:11]1[CH:16]=[CH:15][CH:14]=[CH:13][CH:12]=1)[CH:5]([CH3:7])[CH3:6])([CH3:2])[CH3:3]. The catalyst class is: 32. Reactant: [CH:1]([N:4]([CH2:8][CH2:9][CH:10]([C:17]1[CH:22]=[C:21]([Br:23])[CH:20]=[CH:19][C:18]=1[O:24][CH2:25][C:26]1[CH:31]=[CH:30][CH:29]=[CH:28][CH:27]=1)[C:11]1[CH:16]=[CH:15][CH:14]=[CH:13][CH:12]=1)[CH:5]([CH3:7])[CH3:6])([CH3:3])[CH3:2].[C:32]1([CH3:59])[CH:37]=[CH:36][C:35]([C:38]([C@@:40]([C:56]([OH:58])=[O:57])([OH:55])[C@@:41]([C:46]([C:48]2[CH:53]=[CH:52][C:51]([CH3:54])=[CH:50][CH:49]=2)=[O:47])([OH:45])[C:42]([OH:44])=[O:43])=[O:39])=[CH:34][CH:33]=1. (3) Reactant: O1CCCCC1[O:7][CH2:8][CH2:9][CH2:10][CH2:11][CH2:12][CH2:13][CH2:14][CH2:15][C:16](=[C:22]([CH2:28][CH2:29][CH2:30][CH2:31][CH2:32][CH2:33][CH2:34][CH2:35][O:36]C1CCCCO1)[CH2:23][C:24]([O:26][CH3:27])=[O:25])[CH2:17][C:18]([O:20][CH3:21])=[O:19].CC1C=CC(S(O)(=O)=O)=CC=1. Product: [OH:36][CH2:35][CH2:34][CH2:33][CH2:32][CH2:31][CH2:30][CH2:29][CH2:28][C:22](=[C:16]([CH2:15][CH2:14][CH2:13][CH2:12][CH2:11][CH2:10][CH2:9][CH2:8][OH:7])[CH2:17][C:18]([O:20][CH3:21])=[O:19])[CH2:23][C:24]([O:26][CH3:27])=[O:25]. The catalyst class is: 5. (4) Reactant: Br[C:2]1[S:3][C:4]([CH3:8])=[C:5]([Br:7])[N:6]=1.[C:9]([N:16]1[CH2:21][CH2:20][NH:19][CH2:18][C@@H:17]1[CH2:22][CH:23]([CH3:25])[CH3:24])([O:11][C:12]([CH3:15])([CH3:14])[CH3:13])=[O:10].C(=O)([O-])[O-].[K+].[K+]. Product: [Br:7][C:5]1[N:6]=[C:2]([N:19]2[CH2:20][CH2:21][N:16]([C:9]([O:11][C:12]([CH3:13])([CH3:14])[CH3:15])=[O:10])[C@@H:17]([CH2:22][CH:23]([CH3:25])[CH3:24])[CH2:18]2)[S:3][C:4]=1[CH3:8]. The catalyst class is: 31. (5) Reactant: [S:1]1[C:5]([CH:6]=[O:7])=[CH:4][N:3]=[CH:2]1.C(=O)([O-])[O-].[K+].[K+].[F:14][C:15]([Si](C)(C)C)([F:17])[F:16]. Product: [F:14][C:15]([F:17])([F:16])[CH:6]([C:5]1[S:1][CH:2]=[N:3][CH:4]=1)[OH:7]. The catalyst class is: 9. (6) Reactant: [Cl:1][C:2]1[C:3]([NH:19][C:20]2[CH:24]=[C:23]([O:25][CH3:26])[NH:22][N:21]=2)=[N:4][C:5]([NH:9][C@H:10]([C:12]2[N:17]=[CH:16][C:15]([F:18])=[CH:14][N:13]=2)[CH3:11])=[N:6][C:7]=1Cl.[NH:27]1[CH2:32][CH2:31][O:30][CH2:29][CH2:28]1.CCN(C(C)C)C(C)C. Product: [Cl:1][C:2]1[C:3]([NH:19][C:20]2[CH:24]=[C:23]([O:25][CH3:26])[NH:22][N:21]=2)=[N:4][C:5]([NH:9][C@H:10]([C:12]2[N:17]=[CH:16][C:15]([F:18])=[CH:14][N:13]=2)[CH3:11])=[N:6][C:7]=1[N:27]1[CH2:32][CH2:31][O:30][CH2:29][CH2:28]1. The catalyst class is: 114.